Dataset: Peptide-MHC class II binding affinity with 134,281 pairs from IEDB. Task: Regression. Given a peptide amino acid sequence and an MHC pseudo amino acid sequence, predict their binding affinity value. This is MHC class II binding data. (1) The binding affinity (normalized) is 0.408. The peptide sequence is AFKVAAMAANAAPAN. The MHC is DRB1_0401 with pseudo-sequence DRB1_0401. (2) The peptide sequence is KALYDLQRSAMVYSS. The MHC is DRB1_0802 with pseudo-sequence DRB1_0802. The binding affinity (normalized) is 0.578. (3) The peptide sequence is FLTGPLNFTGPCKGD. The MHC is DRB1_1101 with pseudo-sequence DRB1_1101. The binding affinity (normalized) is 0.134. (4) The peptide sequence is AEHQAIIRDVLTASD. The MHC is DRB1_0405 with pseudo-sequence DRB1_0405. The binding affinity (normalized) is 0.198. (5) The peptide sequence is TIIKALGALDSPREI. The MHC is DRB1_1101 with pseudo-sequence DRB1_1101. The binding affinity (normalized) is 0.699.